From a dataset of Forward reaction prediction with 1.9M reactions from USPTO patents (1976-2016). Predict the product of the given reaction. (1) Given the reactants [Br:1][C:2]1[CH:18]=[CH:17][C:16]([C:19]([F:22])([F:21])[F:20])=[CH:15][C:3]=1[CH2:4][NH:5][CH:6]1[CH2:14][C:13]2[C:8](=[CH:9][CH:10]=[CH:11][CH:12]=2)[CH2:7]1.[CH:23]1([C:26](Cl)=[O:27])[CH2:25][CH2:24]1, predict the reaction product. The product is: [Br:1][C:2]1[CH:18]=[CH:17][C:16]([C:19]([F:20])([F:21])[F:22])=[CH:15][C:3]=1[CH2:4][N:5]([CH:6]1[CH2:14][C:13]2[C:8](=[CH:9][CH:10]=[CH:11][CH:12]=2)[CH2:7]1)[C:26]([CH:23]1[CH2:25][CH2:24]1)=[O:27]. (2) Given the reactants [CH3:1][O:2][N:3]=[C:4]1[C:8]2([CH2:11][NH:10][CH2:9]2)[CH2:7][N:6]([CH2:12][C:13]2[CH:18]=[CH:17][CH:16]=[CH:15][CH:14]=2)[CH2:5]1.C=O.[C:21]([BH3-])#N.[Na+].C(=O)([O-])[O-].[K+].[K+], predict the reaction product. The product is: [CH2:12]([N:6]1[CH2:5][C:4](=[N:3][O:2][CH3:1])[C:8]2([CH2:11][N:10]([CH3:21])[CH2:9]2)[CH2:7]1)[C:13]1[CH:18]=[CH:17][CH:16]=[CH:15][CH:14]=1. (3) Given the reactants FC(F)(F)S(O[C@@H:7]1[C@@H:11]2[O:12][Si:13]([CH:27]([CH3:29])[CH3:28])([CH:24]([CH3:26])[CH3:25])[O:14][Si:15]([CH:21]([CH3:23])[CH3:22])([CH:18]([CH3:20])[CH3:19])[O:16][CH2:17][C@H:10]2[O:9][C@H:8]1[N:30]1[C:34]2[N:35]=[CH:36][N:37]=[C:38]([NH2:39])[C:33]=2[C:32]([C:40](=S)[NH2:41])=[CH:31]1)(=O)=O.[N-:45]=[N+:46]=[N-:47].[Na+].CN(C=[O:53])C, predict the reaction product. The product is: [NH2:39][C:38]1[C:33]2[C:32]([C:40]([NH2:41])=[O:53])=[CH:31][N:30]([C@@H:8]3[O:9][C@H:10]4[C@@H:11]([O:12][Si:13]([CH:27]([CH3:29])[CH3:28])([CH:24]([CH3:25])[CH3:26])[O:14][Si:15]([CH:18]([CH3:19])[CH3:20])([CH:21]([CH3:22])[CH3:23])[O:16][CH2:17]4)[C@@H:7]3[N:45]=[N+:46]=[N-:47])[C:34]=2[N:35]=[CH:36][N:37]=1. (4) Given the reactants [C:1]([C:4]1[CH:9]=[CH:8][C:7]([C:10]2[N:14]3[CH:15]=[C:16]([C:19]4[CH:29]=[CH:28][C:22]([C:23]([O:25]CC)=[O:24])=[CH:21][CH:20]=4)[N:17]=[CH:18][C:13]3=[N:12][CH:11]=2)=[CH:6][CH:5]=1)(=[O:3])[NH2:2].O[Li].O, predict the reaction product. The product is: [C:1]([C:4]1[CH:5]=[CH:6][C:7]([C:10]2[N:14]3[CH:15]=[C:16]([C:19]4[CH:29]=[CH:28][C:22]([C:23]([OH:25])=[O:24])=[CH:21][CH:20]=4)[N:17]=[CH:18][C:13]3=[N:12][CH:11]=2)=[CH:8][CH:9]=1)(=[O:3])[NH2:2]. (5) Given the reactants [Br:1][C:2]1[C:3](=[O:29])[N:4]([CH2:19][C:20]2[CH:28]=[CH:27][C:23]([C:24](O)=[O:25])=[CH:22][CH:21]=2)[C:5]([CH3:18])=[CH:6][C:7]=1[O:8][CH2:9][C:10]1[CH:15]=[CH:14][C:13]([F:16])=[CH:12][C:11]=1[F:17].CSC.B, predict the reaction product. The product is: [Br:1][C:2]1[C:3](=[O:29])[N:4]([CH2:19][C:20]2[CH:28]=[CH:27][C:23]([CH2:24][OH:25])=[CH:22][CH:21]=2)[C:5]([CH3:18])=[CH:6][C:7]=1[O:8][CH2:9][C:10]1[CH:15]=[CH:14][C:13]([F:16])=[CH:12][C:11]=1[F:17]. (6) Given the reactants [Br:1][C:2]1[C:3]([OH:9])=[N:4][C:5]([CH3:8])=[CH:6][CH:7]=1.[H-].[Na+].[Br-].[Li+].I[CH3:15], predict the reaction product. The product is: [Br:1][C:2]1[C:3](=[O:9])[N:4]([CH3:15])[C:5]([CH3:8])=[CH:6][CH:7]=1.